From a dataset of Forward reaction prediction with 1.9M reactions from USPTO patents (1976-2016). Predict the product of the given reaction. (1) The product is: [CH3:27][C:25]1[N:26]=[C:22]([NH:21][C:4]([C:6]2[C:11]([NH:12][C:13]3[CH:14]=[N:15][CH:16]=[C:17]([CH3:19])[CH:18]=3)=[CH:10][CH:9]=[C:8]([CH3:20])[N:7]=2)=[O:5])[S:23][CH:24]=1. Given the reactants C(O[C:4]([C:6]1[C:11]([NH:12][C:13]2[CH:14]=[N:15][CH:16]=[C:17]([CH3:19])[CH:18]=2)=[CH:10][CH:9]=[C:8]([CH3:20])[N:7]=1)=[O:5])C.[NH2:21][C:22]1[S:23][CH:24]=[C:25]([CH3:27])[N:26]=1, predict the reaction product. (2) Given the reactants [Cl:1][C:2]1[CH:3]=[C:4]([C:12]([OH:14])=O)[CH:5]=[N:6][C:7]=1[O:8][CH:9]([CH3:11])[CH3:10].C1C=CC2N(O)N=NC=2C=1.[F:25][C:26]1[CH:27]=[C:28]2[C:32](=[CH:33][C:34]=1/[C:35](/[NH:38]O)=[N:36]/[H])[NH:31][CH:30]=[C:29]2[CH2:40][CH2:41][C:42]([O:44][CH2:45][CH3:46])=[O:43].CCCC[N+](CCCC)(CCCC)CCCC.[F-], predict the reaction product. The product is: [Cl:1][C:2]1[CH:3]=[C:4]([C:12]2[O:14][N:36]=[C:35]([C:34]3[CH:33]=[C:32]4[C:28]([C:29]([CH2:40][CH2:41][C:42]([O:44][CH2:45][CH3:46])=[O:43])=[CH:30][NH:31]4)=[CH:27][C:26]=3[F:25])[N:38]=2)[CH:5]=[N:6][C:7]=1[O:8][CH:9]([CH3:10])[CH3:11]. (3) Given the reactants [CH3:1][N:2]1[C:6]2[CH:7]=[C:8]([C:11]3[CH:12]=[C:13]([CH:15]=[CH:16][CH:17]=3)[NH2:14])[CH:9]=[CH:10][C:5]=2[N:4]=[CH:3]1.[O:18]1[CH2:20][CH:19]1[CH2:21][N:22]1[CH2:31][CH2:30][C:29]2[C:24](=[CH:25][CH:26]=[CH:27][CH:28]=2)[CH2:23]1, predict the reaction product. The product is: [CH2:23]1[C:24]2[C:29](=[CH:28][CH:27]=[CH:26][CH:25]=2)[CH2:30][CH2:31][N:22]1[CH2:21][CH:19]([OH:18])[CH2:20][NH:14][C:13]1[CH:15]=[CH:16][CH:17]=[C:11]([C:8]2[CH:9]=[CH:10][C:5]3[N:4]=[CH:3][N:2]([CH3:1])[C:6]=3[CH:7]=2)[CH:12]=1. (4) Given the reactants [NH2:1][C:2]1[CH:3]=[C:4]([N:8]2[C:13](=[O:14])[C:12]([CH2:15][C:16]3[CH:21]=[CH:20][CH:19]=[CH:18][CH:17]=3)=[N:11][C:10]3[CH:22]=[CH:23][CH:24]=[N:25][C:9]2=3)[CH:5]=[CH:6][CH:7]=1.[C:26]1([N:32]=[C:33]=[S:34])[CH:31]=[CH:30][CH:29]=[CH:28][CH:27]=1, predict the reaction product. The product is: [CH2:15]([C:12]1[C:13](=[O:14])[N:8]([C:4]2[CH:5]=[CH:6][CH:7]=[C:2]([NH:1][C:33]([NH:32][C:26]3[CH:31]=[CH:30][CH:29]=[CH:28][CH:27]=3)=[S:34])[CH:3]=2)[C:9]2[N:25]=[CH:24][CH:23]=[CH:22][C:10]=2[N:11]=1)[C:16]1[CH:21]=[CH:20][CH:19]=[CH:18][CH:17]=1. (5) Given the reactants C(OC([N:8]1[CH2:12][C@H:11](O)[CH2:10][C@@H:9]1[C:14](O)=O)=O)(C)(C)C.N[C:18]1[CH:19]=[C:20]([CH:24]=[C:25]([C:27]([O:29]C)=O)[CH:26]=1)[C:21]([OH:23])=[O:22].[CH3:31]OC(C1C=C(C=C([N+]([O-])=O)C=1)C(O)=O)=O, predict the reaction product. The product is: [CH2:12]([N:8]([CH2:9][CH2:14][CH3:31])[C:27]([C:25]1[CH:24]=[C:20]([CH:19]=[CH:18][CH:26]=1)[C:21]([OH:23])=[O:22])=[O:29])[CH2:11][CH3:10]. (6) Given the reactants C(OP([CH2:9][C:10]([O:12][CH2:13][CH3:14])=[O:11])(OCC)=O)C.[H-].[Na+].[CH3:17][C:18]1([CH3:32])[CH2:23][CH2:22][CH2:21][CH:20]([CH:24]([O:26][C:27]([CH3:31])([CH3:30])[CH:28]=O)[CH3:25])[CH2:19]1.CC(O)=O, predict the reaction product. The product is: [CH3:32][C:18]1([CH3:17])[CH2:23][CH2:22][CH2:21][CH:20]([CH:24]([O:26][C:27]([CH3:31])([CH3:30])[CH:28]=[CH:9][C:10]([O:12][CH2:13][CH3:14])=[O:11])[CH3:25])[CH2:19]1. (7) The product is: [Br:18][C:9]1[CH:10]=[C:4]([CH:1]([CH3:3])[CH3:2])[C:5]([NH2:6])=[C:7]([CH:11]([CH3:13])[CH3:12])[CH:8]=1. Given the reactants [CH:1]([C:4]1[CH:10]=[CH:9][CH:8]=[C:7]([CH:11]([CH3:13])[CH3:12])[C:5]=1[NH2:6])([CH3:3])[CH3:2].CS(C)=O.[BrH:18].[OH-].[Na+], predict the reaction product. (8) Given the reactants [Cl:1][C:2]1[CH:3]=[C:4]2[C:8](=[CH:9][CH:10]=1)[NH:7][CH:6]=[C:5]2[CH2:11][CH2:12][NH:13][C:14]([C:16]1[CH:20]=[C:19]([NH:21]C(=O)OC(C)(C)C)[O:18][N:17]=1)=[O:15].FC(F)(F)C(O)=O, predict the reaction product. The product is: [NH2:21][C:19]1[O:18][N:17]=[C:16]([C:14]([NH:13][CH2:12][CH2:11][C:5]2[C:4]3[C:8](=[CH:9][CH:10]=[C:2]([Cl:1])[CH:3]=3)[NH:7][CH:6]=2)=[O:15])[CH:20]=1. (9) Given the reactants [CH3:1][O:2][C:3]1[CH:4]=[C:5]2[C:9](=[CH:10][CH:11]=1)[N:8]([CH2:12][C:13]1[N:18]=[C:17]([C:19](=[N:21][OH:22])[NH2:20])[CH:16]=[CH:15][CH:14]=1)[C:7]([C:23]1[CH:28]=[CH:27][CH:26]=[CH:25][CH:24]=1)=[CH:6]2.[C:29](N1C=CN=C1)(N1C=CN=C1)=[O:30].N12CCCN=C1CCCCC2.Cl, predict the reaction product. The product is: [CH3:1][O:2][C:3]1[CH:4]=[C:5]2[C:9](=[CH:10][CH:11]=1)[N:8]([CH2:12][C:13]1[N:18]=[C:17]([C:19]3[NH:20][C:29](=[O:30])[O:22][N:21]=3)[CH:16]=[CH:15][CH:14]=1)[C:7]([C:23]1[CH:28]=[CH:27][CH:26]=[CH:25][CH:24]=1)=[CH:6]2. (10) Given the reactants [N+]([C:4]1[S:8][C:7]([C:9]#[N:10])=[CH:6][CH:5]=1)([O-])=O.[F:11][C:12]1[CH:17]=[CH:16][C:15]([OH:18])=[CH:14][CH:13]=1.C(=O)([O-])[O-].[K+].[K+].O, predict the reaction product. The product is: [F:11][C:12]1[CH:17]=[CH:16][C:15]([O:18][C:4]2[S:8][C:7]([C:9]#[N:10])=[CH:6][CH:5]=2)=[CH:14][CH:13]=1.